From a dataset of CYP2D6 inhibition data for predicting drug metabolism from PubChem BioAssay. Regression/Classification. Given a drug SMILES string, predict its absorption, distribution, metabolism, or excretion properties. Task type varies by dataset: regression for continuous measurements (e.g., permeability, clearance, half-life) or binary classification for categorical outcomes (e.g., BBB penetration, CYP inhibition). Dataset: cyp2d6_veith. (1) The drug is NCCc1c[nH]c2ccc(O)cc12. The result is 0 (non-inhibitor). (2) The compound is CCN1C(=O)N[C@@H](c2ccccc2)C1=O. The result is 0 (non-inhibitor). (3) The drug is CNc1nc(NCCOC23CC4CC(CC(C4)C2)C3)nc(OCC(F)(F)F)n1. The result is 0 (non-inhibitor). (4) The compound is CCNc1ncc2ncc(=O)n(Cc3ccc(F)cc3)c2n1. The result is 0 (non-inhibitor). (5) The result is 1 (inhibitor). The drug is CN(C)CCN(Cc1ccc(Cl)cc1)c1ccccn1. (6) The molecule is CCCNC(=S)Nc1ccc(Br)cc1. The result is 0 (non-inhibitor).